From a dataset of Reaction yield outcomes from USPTO patents with 853,638 reactions. Predict the reaction yield, written as a fraction of the theoretical maximum amount of product (1.0 means a 100% yield; for example, 0.34 means a 34% yield). (1) The reactants are Br[C:2]1[CH:11]=[C:10](Br)[C:9]([O:13]C(C)C)=[C:8]2[C:3]=1[CH:4]=[CH:5][CH:6]=[N:7]2.[C:17]1(B(O)O)[CH:22]=[CH:21][CH:20]=[CH:19][CH:18]=1.C([O-])([O-])=O.[Na+].[Na+].CCO.[CH:35]1[CH:40]=[CH:39][CH:38]=[CH:37][CH:36]=1. The catalyst is C1C=CC([P]([Pd]([P](C2C=CC=CC=2)(C2C=CC=CC=2)C2C=CC=CC=2)([P](C2C=CC=CC=2)(C2C=CC=CC=2)C2C=CC=CC=2)[P](C2C=CC=CC=2)(C2C=CC=CC=2)C2C=CC=CC=2)(C2C=CC=CC=2)C2C=CC=CC=2)=CC=1. The product is [C:17]1([C:2]2[CH:11]=[C:10]([C:35]3[CH:40]=[CH:39][CH:38]=[CH:37][CH:36]=3)[C:9]([OH:13])=[C:8]3[C:3]=2[CH:4]=[CH:5][CH:6]=[N:7]3)[CH:22]=[CH:21][CH:20]=[CH:19][CH:18]=1. The yield is 0.910. (2) The catalyst is CC#N. The reactants are [CH2:1]([C:5]1[CH:10]=[C:9]([C:11]([O:13]C)=O)[N:8]=[N:7][C:6]=1[C:15]([O:17]C)=O)[CH:2]([CH3:4])[CH3:3].[Mg+2].[Cl-].[Cl-].[NH2:22][C@H:23]([CH2:27][OH:28])[CH:24]([CH3:26])[CH3:25].[OH2:29]. The product is [OH:28][CH2:27][C@@H:23]([NH:22][C:15]([C:6]1[N:7]=[N:8][C:9]([C:11]([NH:7][C@@H:6]([CH:5]([CH3:10])[CH3:1])[CH2:15][OH:29])=[O:13])=[CH:10][C:5]=1[CH2:1][CH:2]([CH3:3])[CH3:4])=[O:17])[CH:24]([CH3:26])[CH3:25]. The yield is 0.630. (3) The reactants are O.[OH-].[Li+].[CH3:4][O:5]/[C:6](=[CH:11]\[C:12]1[CH:17]=[CH:16][C:15]([O:18][S:19]([C:22]([F:25])([F:24])[F:23])(=[O:21])=[O:20])=[C:14]([O:26][CH2:27][CH2:28][CH2:29][CH3:30])[CH:13]=1)/[C:7]([O:9]C)=[O:8].Cl. The catalyst is O1CCCC1.O. The product is [CH2:27]([O:26][C:14]1[CH:13]=[C:12](/[CH:11]=[C:6](\[O:5][CH3:4])/[C:7]([OH:9])=[O:8])[CH:17]=[CH:16][C:15]=1[O:18][S:19]([C:22]([F:25])([F:23])[F:24])(=[O:21])=[O:20])[CH2:28][CH2:29][CH3:30]. The yield is 0.630. (4) The reactants are Br[CH2:2][C:3]1[O:7][C:6]([C:8]2[CH:13]=[CH:12][C:11]([N+:14]([O-:16])=[O:15])=[CH:10][CH:9]=2)=[N:5][CH:4]=1.[NH:17]1[CH2:22][CH2:21][CH2:20][CH2:19][CH2:18]1. The catalyst is O. The product is [N+:14]([C:11]1[CH:12]=[CH:13][C:8]([C:6]2[O:7][C:3]([CH2:2][N:17]3[CH2:22][CH2:21][CH2:20][CH2:19][CH2:18]3)=[CH:4][N:5]=2)=[CH:9][CH:10]=1)([O-:16])=[O:15]. The yield is 0.860. (5) The product is [CH2:1]([O:3][C:4](=[O:22])[CH2:5][N:6]([CH2:7][CH2:8][NH:9][S:10]([C:13]1[S:14][C:15]2[CH:21]=[CH:20][CH:19]=[CH:18][C:16]=2[N:17]=1)(=[O:12])=[O:11])[C:47](=[O:48])[CH2:46][N:41]1[CH:40]=[N:39][C:38]2[C:42]1=[N:43][CH:44]=[N:45][C:37]=2[NH:36][C:34]([O:33][CH2:23][C:24]1[CH:32]=[CH:31][C:30]2[O:29][CH2:28][O:27][C:26]=2[CH:25]=1)=[O:35])[CH3:2]. No catalyst specified. The yield is 0.850. The reactants are [CH2:1]([O:3][C:4](=[O:22])[CH2:5][NH:6][CH2:7][CH2:8][NH:9][S:10]([C:13]1[S:14][C:15]2[CH:21]=[CH:20][CH:19]=[CH:18][C:16]=2[N:17]=1)(=[O:12])=[O:11])[CH3:2].[CH2:23]([O:33][C:34]([NH:36][C:37]1[N:45]=[CH:44][N:43]=[C:42]2[C:38]=1[N:39]=[CH:40][N:41]2[CH2:46][C:47](O)=[O:48])=[O:35])[C:24]1[CH:32]=[CH:31][C:30]2[O:29][CH2:28][O:27][C:26]=2[CH:25]=1. (6) The reactants are [CH3:1][NH:2][C:3](=[O:18])[CH2:4][N:5]([CH2:13][C:14]([NH:16][CH3:17])=[O:15])CC1C=CC=CC=1. The catalyst is CO.[Pd]. The product is [CH3:17][NH:16][C:14](=[O:15])[CH2:13][NH:5][CH2:4][C:3]([NH:2][CH3:1])=[O:18]. The yield is 1.00. (7) The reactants are Cl[C:2]1[CH:7]=[C:6](Cl)[N:5]=[CH:4][N:3]=1.[C:9]1(B(O)O)[CH:14]=[CH:13][CH:12]=[CH:11][CH:10]=1.C(=O)([O-])[O-].[Na+].[Na+]. The catalyst is C1C=CC(P(C2C=CC=CC=2)C2C=CC=CC=2)=CC=1.C1C=CC(P(C2C=CC=CC=2)C2C=CC=CC=2)=CC=1.Cl[Pd]Cl.O.C(#N)C. The product is [C:9]1([C:2]2[CH:7]=[C:6]([C:9]3[CH:14]=[CH:13][CH:12]=[CH:11][CH:10]=3)[N:5]=[CH:4][N:3]=2)[CH:14]=[CH:13][CH:12]=[CH:11][CH:10]=1. The yield is 0.380. (8) The reactants are [CH:1]1[C:14]2[CH:13]=[CH:12][C:11]3[C:6](=[CH:7][CH:8]=[CH:9][CH:10]=3)[C:5]=2[CH:4]=[C:3]([C:15](=[O:17])[CH3:16])[CH:2]=1.[C:18](OCC)(=[O:24])[C:19]([O:21][CH2:22]C)=[O:20].[H-].[Na+].Cl. The catalyst is CO. The product is [OH:17]/[C:15](/[C:3]1[CH:2]=[CH:1][C:14]2[CH:13]=[CH:12][C:11]3[C:6]([C:5]=2[CH:4]=1)=[CH:7][CH:8]=[CH:9][CH:10]=3)=[CH:16]\[C:18](=[O:24])[C:19]([O:21][CH3:22])=[O:20]. The yield is 0.800. (9) The reactants are [NH:1]1[C:5]2([CH2:10][CH2:9][O:8][CH2:7][CH2:6]2)[CH2:4][CH2:3][CH:2]1[C:11]([O:13][CH2:14][CH3:15])=[O:12].CCN(C(C)C)C(C)C.[C:25](Cl)(=[O:27])[CH3:26]. The catalyst is ClCCl. The product is [C:25]([N:1]1[C:5]2([CH2:6][CH2:7][O:8][CH2:9][CH2:10]2)[CH2:4][CH2:3][CH:2]1[C:11]([O:13][CH2:14][CH3:15])=[O:12])(=[O:27])[CH3:26]. The yield is 0.580. (10) The reactants are [C:1]([C:5]1[CH:10]=[C:9]([C:11]2[CH:16]=[CH:15][CH:14]=[CH:13][C:12]=2[O:17][CH2:18][CH3:19])[C:8]([N+:20]([O-])=O)=[CH:7][C:6]=1[OH:23])([CH3:4])([CH3:3])[CH3:2]. The catalyst is CO.[Ni]. The product is [C:1]([C:5]1[CH:10]=[C:9]([C:11]2[CH:16]=[CH:15][CH:14]=[CH:13][C:12]=2[O:17][CH2:18][CH3:19])[C:8]([NH2:20])=[CH:7][C:6]=1[OH:23])([CH3:3])([CH3:2])[CH3:4]. The yield is 0.920.